Task: Predict the product of the given reaction.. Dataset: Forward reaction prediction with 1.9M reactions from USPTO patents (1976-2016) (1) Given the reactants [CH3:1][N:2]1[C:6]([N:7]2[CH2:11][CH2:10][CH2:9][CH2:8]2)=[N:5][C:4]([C:12]#[C:13][Si](C)(C)C)=[N:3]1.[F-].C([N+](CCCC)(CCCC)CCCC)CCC, predict the reaction product. The product is: [C:12]([C:4]1[N:5]=[C:6]([N:7]2[CH2:8][CH2:9][CH2:10][CH2:11]2)[N:2]([CH3:1])[N:3]=1)#[CH:13]. (2) Given the reactants Br[C:2]1[CH:7]=[C:6]([F:8])[CH:5]=[CH:4][C:3]=1[S:9]([NH:12][C:13]1[C:22]([C:23]([O:25][CH3:26])=[O:24])=[C:21]2[C:16]([C:17]3[CH:29]=[CH:28][O:27][C:18]=3[CH2:19][O:20]2)=[CH:15][CH:14]=1)(=[O:11])=[O:10].[CH2:30]([N:32]([CH2:49][CH3:50])[CH2:33]/[CH:34]=[CH:35]\[Sn](CCCC)(CCCC)CCCC)[CH3:31].F[B-](F)(F)F.C([PH+](C(C)(C)C)C(C)(C)C)(C)(C)C, predict the reaction product. The product is: [CH2:30]([N:32]([CH2:49][CH3:50])[CH2:33]/[CH:34]=[CH:35]\[C:2]1[CH:7]=[C:6]([F:8])[CH:5]=[CH:4][C:3]=1[S:9]([NH:12][C:13]1[C:22]([C:23]([O:25][CH3:26])=[O:24])=[C:21]2[C:16]([C:17]3[CH:29]=[CH:28][O:27][C:18]=3[CH2:19][O:20]2)=[CH:15][CH:14]=1)(=[O:11])=[O:10])[CH3:31].